This data is from Reaction yield outcomes from USPTO patents with 853,638 reactions. The task is: Predict the reaction yield, written as a fraction of the theoretical maximum amount of product (1.0 means a 100% yield; for example, 0.34 means a 34% yield). The reactants are [CH2:1]=[CH:2][CH2:3][CH2:4][CH2:5][CH2:6][CH2:7][CH2:8][CH2:9][CH2:10][CH2:11][CH2:12][CH2:13][CH2:14][CH2:15][CH2:16][CH2:17][CH3:18].[S:19](=[O:22])([OH:21])[O-:20].[Na+:23].C(C1C=C(C)C=C(C(C)(C)C)C=1O)(C)(C)C.C1C(C(OOC(C)(C)C)=O)=CC=CC=1. No catalyst specified. The product is [Na+:23].[Na+:23].[CH2:1]([S:19]([O-:22])(=[O:21])=[O:20])[CH:2]([S:19]([O-:21])(=[O:20])=[O:22])[CH2:3][CH2:4][CH2:5][CH2:6][CH2:7][CH2:8][CH2:9][CH2:10][CH2:11][CH2:12][CH2:13][CH2:14][CH2:15][CH2:16][CH2:17][CH3:18]. The yield is 0.253.